Dataset: Reaction yield outcomes from USPTO patents with 853,638 reactions. Task: Predict the reaction yield, written as a fraction of the theoretical maximum amount of product (1.0 means a 100% yield; for example, 0.34 means a 34% yield). The reactants are [Cl:1][C:2]1[NH:7][C:6](=[O:8])[NH:5][C:4](=[O:9])[CH:3]=1.[H-].[Na+].[Br-].[Li+].Br[CH2:15][C:16]1[C:17]([C:22]#[N:23])=[CH:18][CH:19]=[CH:20][CH:21]=1. The catalyst is CN(C=O)C.CS(C)=O.CN(C=O)C. The product is [Cl:1][C:2]1[N:7]([CH2:15][C:16]2[CH:21]=[CH:20][CH:19]=[CH:18][C:17]=2[C:22]#[N:23])[C:6](=[O:8])[NH:5][C:4](=[O:9])[CH:3]=1. The yield is 0.540.